Task: Predict the product of the given reaction.. Dataset: Forward reaction prediction with 1.9M reactions from USPTO patents (1976-2016) (1) Given the reactants [OH:1][Li].O.OO.C([C@@H]1COC(=O)N1C(=O)[C@H:20]([C@H:32]1[N:36]([C:37]([O:39][C:40]([CH3:43])([CH3:42])[CH3:41])=[O:38])[C:35]([CH3:45])([CH3:44])[CH2:34][CH2:33]1)[C:21]1[CH:26]=[CH:25][C:24]([C:27]([F:30])([F:29])[F:28])=[CH:23][C:22]=1[F:31])C1C=CC=CC=1.[O-]S([O-])=O.[Na+].[Na+].C1[CH2:57][O:56]CC1.O, predict the reaction product. The product is: [C:40]([O:39][C:37]([N:36]1[C:35]([CH3:44])([CH3:45])[CH2:34][CH2:33][C@H:32]1[C@H:20]([C:21]1[CH:26]=[CH:25][C:24]([C:27]([F:28])([F:30])[F:29])=[CH:23][C:22]=1[F:31])[C:57]([OH:56])=[O:1])=[O:38])([CH3:43])([CH3:41])[CH3:42]. (2) Given the reactants [CH3:1][O:2][CH2:3][CH2:4][O:5][C:6]1[CH:14]=[C:13]2[C:9]([C:10]([CH:15]([C:20]3[C:21]([CH3:37])=[C:22]([NH:26][C:27](=[O:36])[O:28][CH2:29][C:30]4[CH:35]=[CH:34][CH:33]=[CH:32][CH:31]=4)[CH:23]=[CH:24][CH:25]=3)[CH2:16][N+:17]([O-])=O)=[CH:11][NH:12]2)=[CH:8][CH:7]=1.[Cl-].[NH4+], predict the reaction product. The product is: [NH2:17][CH2:16][CH:15]([C:20]1[C:21]([CH3:37])=[C:22]([NH:26][C:27](=[O:36])[O:28][CH2:29][C:30]2[CH:35]=[CH:34][CH:33]=[CH:32][CH:31]=2)[CH:23]=[CH:24][CH:25]=1)[C:10]1[C:9]2[C:13](=[CH:14][C:6]([O:5][CH2:4][CH2:3][O:2][CH3:1])=[CH:7][CH:8]=2)[NH:12][CH:11]=1. (3) The product is: [Cl:1][C:2]1[N:7]=[C:6]([N:11]([CH3:10])[CH:12]2[CH:16]3[O:17][CH2:18][CH:19]([OH:20])[CH:15]3[O:14][CH2:13]2)[C:5]([Cl:9])=[CH:4][N:3]=1. Given the reactants [Cl:1][C:2]1[N:7]=[C:6](Cl)[C:5]([Cl:9])=[CH:4][N:3]=1.[CH3:10][NH:11][CH:12]1[CH:16]2[O:17][CH2:18][CH:19]([OH:20])[CH:15]2[O:14][CH2:13]1.CCN(CC)CC, predict the reaction product. (4) The product is: [CH:1]1([C:4]2[N:8]([CH3:9])[C:7]3[CH:10]=[C:11]([N:14]4[CH:19]=[CH:18][C:17]([O:20][CH2:29][C:26]5[S:27][CH:28]=[C:24]([C:23]([F:32])([F:31])[F:22])[N:25]=5)=[CH:16][C:15]4=[O:21])[CH:12]=[CH:13][C:6]=3[N:5]=2)[CH2:2][CH2:3]1. Given the reactants [CH:1]1([C:4]2[N:8]([CH3:9])[C:7]3[CH:10]=[C:11]([N:14]4[CH:19]=[CH:18][C:17]([OH:20])=[CH:16][C:15]4=[O:21])[CH:12]=[CH:13][C:6]=3[N:5]=2)[CH2:3][CH2:2]1.[F:22][C:23]([F:32])([F:31])[C:24]1[N:25]=[C:26]([CH2:29]O)[S:27][CH:28]=1.C1(P(C2C=CC=CC=2)C2C=CC=CC=2)C=CC=CC=1.N(C(OCCOC)=O)=NC(OCCOC)=O, predict the reaction product. (5) Given the reactants [Br:1][C:2]1[CH:7]=[C:6]([N+]([O-])=O)[CH:5]=[C:4]([CH3:11])[N+:3]=1[O-:12].[CH3:13][O-:14].[Na+], predict the reaction product. The product is: [Br:1][C:2]1[CH:7]=[C:6]([O:14][CH3:13])[CH:5]=[C:4]([CH3:11])[N+:3]=1[O-:12]. (6) Given the reactants [NH2:1][C:2]1O[C:5]([CH2:7][C:8]2[CH:13]=[CH:12][C:11]([OH:14])=[CH:10][CH:9]=2)=[N:4][N:3]=1.[NH2:15][NH2:16], predict the reaction product. The product is: [NH2:15][N:16]1[C:2]([NH2:1])=[N:3][N:4]=[C:5]1[CH2:7][C:8]1[CH:9]=[CH:10][C:11]([OH:14])=[CH:12][CH:13]=1.